Dataset: Full USPTO retrosynthesis dataset with 1.9M reactions from patents (1976-2016). Task: Predict the reactants needed to synthesize the given product. (1) The reactants are: [CH3:1][C:2]1([C:6]([OH:8])=[O:7])[CH2:5][O:4][CH2:3]1.C([O-])([O-])=O.[K+].[K+].[CH2:15](Br)[C:16]1[CH:21]=[CH:20][CH:19]=[CH:18][CH:17]=1. Given the product [CH3:1][C:2]1([C:6]([O:8][CH2:15][C:16]2[CH:21]=[CH:20][CH:19]=[CH:18][CH:17]=2)=[O:7])[CH2:5][O:4][CH2:3]1, predict the reactants needed to synthesize it. (2) Given the product [C:28]([S:30][CH:21]1[CH2:20][N:19]([C:16]2[S:17][CH:18]=[C:14]([C:12](=[O:13])[NH:11][CH2:10][CH2:9][O:8][Si:1]([C:4]([CH3:7])([CH3:5])[CH3:6])([CH3:2])[CH3:3])[N:15]=2)[CH2:22]1)(=[O:31])[CH3:29], predict the reactants needed to synthesize it. The reactants are: [Si:1]([O:8][CH2:9][CH2:10][NH:11][C:12]([C:14]1[N:15]=[C:16]([N:19]2[CH2:22][CH:21](OS(C)(=O)=O)[CH2:20]2)[S:17][CH:18]=1)=[O:13])([C:4]([CH3:7])([CH3:6])[CH3:5])([CH3:3])[CH3:2].[C:28]([O-:31])(=[S:30])[CH3:29].[K+]. (3) Given the product [CH:1]1([NH:4][C:5]([NH:7][C:8]2[CH:13]=[CH:12][C:11]([C:14]3[N:19]=[C:18]([C:20]([OH:22])=[O:21])[CH:17]=[C:16]([N:24]4[CH2:29][CH2:28][O:27][CH2:26][C@@H:25]4[CH3:30])[N:15]=3)=[CH:10][CH:9]=2)=[O:6])[CH2:3][CH2:2]1, predict the reactants needed to synthesize it. The reactants are: [CH:1]1([NH:4][C:5]([NH:7][C:8]2[CH:13]=[CH:12][C:11]([C:14]3[N:19]=[C:18]([C:20]([O:22]C)=[O:21])[CH:17]=[C:16]([N:24]4[CH2:29][CH2:28][O:27][CH2:26][C@@H:25]4[CH3:30])[N:15]=3)=[CH:10][CH:9]=2)=[O:6])[CH2:3][CH2:2]1.[OH-].[Na+].C1COCC1. (4) Given the product [Cl:1][C:2]1[C:7]([CH3:8])=[CH:6][C:5]([S:9]([N:12]2[CH2:17][CH2:16][N:15]3[CH:18]=[CH:19][CH:20]=[C:14]3[CH:13]2[CH2:21][CH2:22][C:23]([OH:25])=[O:24])(=[O:10])=[O:11])=[C:4]([CH3:28])[CH:3]=1, predict the reactants needed to synthesize it. The reactants are: [Cl:1][C:2]1[C:7]([CH3:8])=[CH:6][C:5]([S:9]([N:12]2[CH2:17][CH2:16][N:15]3[CH:18]=[CH:19][CH:20]=[C:14]3[CH:13]2[CH2:21][CH2:22][C:23]([O:25]CC)=[O:24])(=[O:11])=[O:10])=[C:4]([CH3:28])[CH:3]=1.O.[OH-].[Li+].Cl. (5) The reactants are: Cl[C:2]1[N:11]=[C:10]([O:12][C:13]2[CH:18]=[CH:17][C:16]([Cl:19])=[CH:15][CH:14]=2)[CH:9]=[CH:8][C:3]=1[C:4]([O:6][CH3:7])=[O:5].[CH2:20]([Mg]Cl)[CH2:21][CH3:22].[NH4+].[Cl-]. Given the product [Cl:19][C:16]1[CH:17]=[CH:18][C:13]([O:12][C:10]2[CH:9]=[CH:8][C:3]([C:4]([O:6][CH3:7])=[O:5])=[C:2]([CH2:20][CH2:21][CH3:22])[N:11]=2)=[CH:14][CH:15]=1, predict the reactants needed to synthesize it. (6) The reactants are: Cl[C:2]1[N:7]=[C:6]([NH2:8])[N:5]=[C:4]([NH:9][C:10]([CH3:13])([CH3:12])[CH3:11])[CH:3]=1.[C:14]([C:16]1[CH:21]=[CH:20][C:19](B(O)O)=[CH:18][C:17]=1[F:25])#[N:15].C([O-])(O)=O.[Na+]. Given the product [NH2:8][C:6]1[N:7]=[C:2]([C:19]2[CH:20]=[CH:21][C:16]([C:14]#[N:15])=[C:17]([F:25])[CH:18]=2)[CH:3]=[C:4]([NH:9][C:10]([CH3:13])([CH3:12])[CH3:11])[N:5]=1, predict the reactants needed to synthesize it. (7) The reactants are: [Br:1]N1C(=O)CCC1=O.[NH2:9][C:10]1[N:11]=[C:12]([Cl:24])[C:13]([C:16]2[CH:23]=[CH:22][C:19]([C:20]#[N:21])=[CH:18][CH:17]=2)=[N:14][CH:15]=1. Given the product [NH2:9][C:10]1[N:11]=[C:12]([Cl:24])[C:13]([C:16]2[CH:23]=[CH:22][C:19]([C:20]#[N:21])=[CH:18][CH:17]=2)=[N:14][C:15]=1[Br:1], predict the reactants needed to synthesize it. (8) Given the product [OH:31][CH2:32][C:33]1[CH:38]=[C:37]([C:7]2[C:16]3[C:11](=[C:12]([C:17]([F:18])([F:20])[F:19])[CH:13]=[CH:14][CH:15]=3)[N:10]=[CH:9][C:8]=2[C:21]([C:22]2[CH:23]=[CH:24][CH:25]=[CH:26][CH:27]=2)=[O:28])[CH:36]=[CH:35][CH:34]=1, predict the reactants needed to synthesize it. The reactants are: FC(F)(F)S(O[C:7]1[C:16]2[C:11](=[C:12]([C:17]([F:20])([F:19])[F:18])[CH:13]=[CH:14][CH:15]=2)[N:10]=[CH:9][C:8]=1[C:21](=[O:28])[C:22]1[CH:27]=[CH:26][CH:25]=[CH:24][CH:23]=1)(=O)=O.[OH:31][CH2:32][C:33]1[CH:34]=[C:35](B(O)O)[CH:36]=[CH:37][CH:38]=1.[O-]P([O-])([O-])=O.[K+].[K+].[K+].O. (9) Given the product [CH2:16]([N:18]([CH2:19][CH3:20])[C:5]([CH3:7])([CH3:6])[C:3]([C:8]1[CH:13]=[CH:12][C:11]([S:14][CH3:15])=[CH:10][CH:9]=1)=[O:4])[CH3:17], predict the reactants needed to synthesize it. The reactants are: CO[C:3]1([C:8]2[CH:13]=[CH:12][C:11]([S:14][CH3:15])=[CH:10][CH:9]=2)[C:5]([CH3:7])([CH3:6])[O:4]1.[CH2:16]([NH:18][CH2:19][CH3:20])[CH3:17].